This data is from Reaction yield outcomes from USPTO patents with 853,638 reactions. The task is: Predict the reaction yield, written as a fraction of the theoretical maximum amount of product (1.0 means a 100% yield; for example, 0.34 means a 34% yield). (1) The product is [CH3:21][C:16]1[CH:17]=[C:18]([CH3:20])[N:19]=[C:14]([N:9]2[CH2:10][CH2:11][C:6]3([C:1](=[O:12])[NH:2][CH2:3][CH2:4][CH2:5]3)[CH2:7][CH2:8]2)[N:15]=1. The yield is 0.750. The catalyst is C(O)C.CN(C1C=CN=CC=1)C. The reactants are [C:1]1(=[O:12])[C:6]2([CH2:11][CH2:10][NH:9][CH2:8][CH2:7]2)[CH2:5][CH2:4][CH2:3][NH:2]1.Cl[C:14]1[N:19]=[C:18]([CH3:20])[CH:17]=[C:16]([CH3:21])[N:15]=1.CCN(C(C)C)C(C)C. (2) The reactants are [Br:1][C:2]1[C:6]2[CH:7]=[N:8][CH:9]=[CH:10][C:5]=2[NH:4][C:3]=1[C:11]1[C:16]([F:17])=[CH:15][CH:14]=[CH:13][C:12]=1[F:18].CCN(CC)CC.[CH3:26][C:27]([O:30][C:31](O[C:31]([O:30][C:27]([CH3:29])([CH3:28])[CH3:26])=[O:32])=[O:32])([CH3:29])[CH3:28]. The catalyst is CN(C1C=CN=CC=1)C.C1COCC1. The product is [C:27]([O:30][C:31]([N:4]1[C:5]2[CH:10]=[CH:9][N:8]=[CH:7][C:6]=2[C:2]([Br:1])=[C:3]1[C:11]1[C:12]([F:18])=[CH:13][CH:14]=[CH:15][C:16]=1[F:17])=[O:32])([CH3:29])([CH3:28])[CH3:26]. The yield is 0.640. (3) The reactants are [Cl:1][C:2]1[N:7]=[C:6]([C:8]([O:10][CH3:11])=[O:9])[C:5]([O:12][CH3:13])=[C:4](Cl)[N:3]=1.CS(C)=O.[NH3:19]. The catalyst is C(OCC)(=O)C. The product is [NH2:19][C:4]1[N:3]=[C:2]([Cl:1])[N:7]=[C:6]([C:8]([O:10][CH3:11])=[O:9])[C:5]=1[O:12][CH3:13]. The yield is 0.500. (4) The yield is 0.740. The reactants are I[C:2]1[CH:3]=[N:4][N:5]([CH3:16])[C:6]=1[C:7]1[CH:8]=[C:9]([C:12]([O:14][CH3:15])=[O:13])[S:10][CH:11]=1.[F-].[K+].C([Si](CC)(CC)[C:22]([F:25])([F:24])[F:23])C. The catalyst is CN(C=O)C.CN(P(N(C)C)(N(C)C)=O)C.[Cu]I. The product is [CH3:16][N:5]1[C:6]([C:7]2[CH:8]=[C:9]([C:12]([O:14][CH3:15])=[O:13])[S:10][CH:11]=2)=[C:2]([C:22]([F:25])([F:24])[F:23])[CH:3]=[N:4]1.